From a dataset of Full USPTO retrosynthesis dataset with 1.9M reactions from patents (1976-2016). Predict the reactants needed to synthesize the given product. (1) Given the product [F:36][C:14]([F:13])([F:37])[C:15]1[CH:24]=[C:23]([N:25]2[CH2:26][CH2:27][N:28]([CH2:31][CH2:32][CH2:33][CH2:34][NH:35][C:10]([C:2]3[N:1]=[C:5]4[CH:6]=[CH:7][CH:8]=[CH:9][N:4]4[CH:3]=3)=[O:12])[CH2:29][CH2:30]2)[C:22]2[C:17](=[CH:18][CH:19]=[CH:20][CH:21]=2)[N:16]=1, predict the reactants needed to synthesize it. The reactants are: [N:1]1[C:2]([C:10]([OH:12])=O)=[CH:3][N:4]2[CH:9]=[CH:8][CH:7]=[CH:6][C:5]=12.[F:13][C:14]([F:37])([F:36])[C:15]1[CH:24]=[C:23]([N:25]2[CH2:30][CH2:29][N:28]([CH2:31][CH2:32][CH2:33][CH2:34][NH2:35])[CH2:27][CH2:26]2)[C:22]2[C:17](=[CH:18][CH:19]=[CH:20][CH:21]=2)[N:16]=1. (2) The reactants are: [NH:1]([C:3]1[N:8]=[N:7][CH:6]=[C:5]([N:9]2[CH2:14][CH2:13][CH:12]([C:15]3[CH:22]=[CH:21][CH:20]=[CH:19][C:16]=3[C:17]#[N:18])[CH2:11][CH2:10]2)[C:4]=1[C:23]([F:26])([F:25])[F:24])[NH2:2].C1COCC1.[F:32][C:33]([F:39])([F:38])[CH2:34][C:35](Cl)=[O:36]. Given the product [C:17]([C:16]1[CH:19]=[CH:20][CH:21]=[CH:22][C:15]=1[CH:12]1[CH2:13][CH2:14][N:9]([C:5]2[C:4]([C:23]([F:26])([F:25])[F:24])=[C:3]([NH:1][NH:2][C:35](=[O:36])[CH2:34][C:33]([F:39])([F:38])[F:32])[N:8]=[N:7][CH:6]=2)[CH2:10][CH2:11]1)#[N:18], predict the reactants needed to synthesize it. (3) Given the product [CH2:9]([N:14]1[CH:13]=[C:12]2[C:7](=[CH:8][CH:9]([C:23]3[CH:28]=[CH:27][C:26]([C:29]([F:32])([F:30])[F:31])=[CH:25][CH:24]=3)[C:10](=[O:22])[NH:11]2)[C:6]([OH:33])=[C:5]1[C:3]([NH:34][CH2:35][CH2:36][C:37]([OH:39])=[O:38])=[O:4])[C:23]1[CH:28]=[CH:27][CH:26]=[CH:25][CH:24]=1, predict the reactants needed to synthesize it. The reactants are: CO[C:3]([C:5]1[C:6]([OH:33])=[C:7]2[C:12](=[CH:13][N:14]=1)[N:11](CC1C=CC=CC=1)[C:10](=[O:22])[C:9]([C:23]1[CH:28]=[CH:27][C:26]([C:29]([F:32])([F:31])[F:30])=[CH:25][CH:24]=1)=[CH:8]2)=[O:4].[NH2:34][CH2:35][CH2:36][C:37]([OH:39])=[O:38].C[O-].[Na+]. (4) Given the product [NH2:23][C:3]1[CH:4]=[C:5]2[C:9](=[CH:10][C:2]=1[NH2:1])[N:8]([CH2:11][CH2:12][CH2:13][N:14]1[CH2:15][CH2:16][O:17][CH2:18][CH2:19]1)[C:7](=[O:20])[C:6]2([CH3:22])[CH3:21], predict the reactants needed to synthesize it. The reactants are: [NH2:1][C:2]1[CH:10]=[C:9]2[C:5]([C:6]([CH3:22])([CH3:21])[C:7](=[O:20])[N:8]2[CH2:11][CH2:12][CH2:13][N:14]2[CH2:19][CH2:18][O:17][CH2:16][CH2:15]2)=[CH:4][C:3]=1[N+:23]([O-])=O. (5) The reactants are: C([O:8][C:9]1[C:22]([F:23])=[CH:21][C:12]([CH2:13][O:14][CH2:15][C:16]([O:18][CH2:19][CH3:20])=[O:17])=[CH:11][C:10]=1[F:24])C1C=CC=CC=1.[H][H]. Given the product [F:23][C:22]1[CH:21]=[C:12]([CH:11]=[C:10]([F:24])[C:9]=1[OH:8])[CH2:13][O:14][CH2:15][C:16]([O:18][CH2:19][CH3:20])=[O:17], predict the reactants needed to synthesize it. (6) Given the product [Cl:1][C:2]1[CH:3]=[N:4][C:5]2[C:10]([CH:11]=1)=[CH:9][C:8]([CH2:12][OH:13])=[CH:7][CH:6]=2, predict the reactants needed to synthesize it. The reactants are: [Cl:1][C:2]1[CH:3]=[N:4][C:5]2[C:10]([CH:11]=1)=[CH:9][C:8]([C:12](OC)=[O:13])=[CH:7][CH:6]=2.[H-].[H-].[H-].[H-].[Li+].[Al+3]. (7) Given the product [CH3:1][O:2][C:3]([N:5]1[CH2:10][CH2:9][CH:8]([CH2:11][N:12]2[CH2:13][CH2:14][CH:15]([CH2:18][NH2:19])[CH2:16][CH2:17]2)[CH2:7][CH2:6]1)=[O:4], predict the reactants needed to synthesize it. The reactants are: [CH3:1][O:2][C:3]([N:5]1[CH2:10][CH2:9][CH:8]([CH2:11][N:12]2[CH2:17][CH2:16][CH:15]([CH2:18][NH:19]C(OC(C)(C)C)=O)[CH2:14][CH2:13]2)[CH2:7][CH2:6]1)=[O:4].FC(F)(F)C(O)=O. (8) Given the product [CH:1]1([N:4]2[C:12]3[CH:11]=[C:10]([NH:13][C:14](=[O:24])[C:80]4[CH:79]=[CH:78][C:77]([C@:76]([OH:89])([CH3:85])[CH2:65][OH:64])=[CH:82][CH:81]=4)[N:9]=[CH:8][C:7]=3[CH:6]=[CH:5]2)[CH2:3][CH2:2]1, predict the reactants needed to synthesize it. The reactants are: [CH:1]1([N:4]2[C:12]3[CH:11]=[C:10]([NH:13][C:14](=[O:24])C4C=CC(C(C)=C)=CC=4)[N:9]=[CH:8][C:7]=3[CH:6]=[CH:5]2)[CH2:3][CH2:2]1.CS(N)(=O)=O.CC[C@@H]1[C@@H]2C[C@H]([C@@H:65]([O:64]C3C4C(=CC=CC=4)C([O:64][C@@H:65]([C:76]4[CH:85]=CN=[C:82]5[C:77]=4[CH:78]=[C:79](OC)[CH:80]=[CH:81]5)[C@@H]4N5C[C@H](CC)[C@@H](CC5)C4)=NN=3)[C:76]3[CH:85]=CN=[C:82]4[C:77]=3[CH:78]=[C:79](OC)[CH:80]=[CH:81]4)N(CC2)C1.S([O-])([O-])=[O:89].[Na+].[Na+]. (9) Given the product [NH:18]1[C:16]2[NH:17][C:12](=[O:11])[CH:13]=[CH:14][C:15]=2[CH:19]=[CH:20]1, predict the reactants needed to synthesize it. The reactants are: BrC1C=C2C=CNC2=NC=1.[OH:11][C:12]1[N:17]=[C:16]([NH2:18])[C:15]([C:19]#[C:20][Si](C)(C)C)=[CH:14][CH:13]=1.IC1C(N)=NC(O)=CC=1. (10) Given the product [F:37][C:25]([F:24])([F:36])[CH2:26][NH:27][C:28]([CH:30]1[CH2:35][CH2:34][CH2:33][N:32]([C:21]2[C:22]3[C:17](=[N:16][N:15]=[C:14]4[NH:10][CH:11]=[CH:12][C:13]4=3)[N:18]=[CH:19][CH:20]=2)[CH2:31]1)=[O:29], predict the reactants needed to synthesize it. The reactants are: C1(S([N:10]2[C:14]3=[N:15][N:16]=[C:17]4[C:22]([C:21](Cl)=[CH:20][CH:19]=[N:18]4)=[C:13]3[CH:12]=[CH:11]2)(=O)=O)C=CC=CC=1.[F:24][C:25]([F:37])([F:36])[CH2:26][NH:27][C:28]([CH:30]1[CH2:35][CH2:34][CH2:33][NH:32][CH2:31]1)=[O:29].